From a dataset of Full USPTO retrosynthesis dataset with 1.9M reactions from patents (1976-2016). Predict the reactants needed to synthesize the given product. (1) Given the product [CH3:4][C:2]([C:5]1[C:10]([C:11]2[CH:16]=[C:15]([O:17][CH3:18])[CH:14]=[CH:13][C:12]=2[F:19])=[CH:9][C:8]([CH2:20][O:21][C:22]2[CH:23]=[CH:24][C:25]([C@@H:28]([C:34]#[C:35][CH3:36])[CH2:29][C:30]([OH:32])=[O:31])=[CH:26][CH:27]=2)=[CH:7][CH:6]=1)([CH3:1])[CH3:3], predict the reactants needed to synthesize it. The reactants are: [CH3:1][C:2]([C:5]1[C:10]([C:11]2[CH:16]=[C:15]([O:17][CH3:18])[CH:14]=[CH:13][C:12]=2[F:19])=[CH:9][C:8]([CH2:20][O:21][C:22]2[CH:27]=[CH:26][C:25]([C@@H:28]([C:34]#[C:35][CH3:36])[CH2:29][C:30]([O:32]C)=[O:31])=[CH:24][CH:23]=2)=[CH:7][CH:6]=1)([CH3:4])[CH3:3].[OH-].[Li+]. (2) Given the product [P:1]([F:5])([F:4])([O-:3])=[O:2].[K+:15].[P:1]([F:5])([F:4])([O-:3])=[O:2].[Li+:13], predict the reactants needed to synthesize it. The reactants are: [P:1]([F:5])([F:4])(=[O:3])[OH:2].F[P-](F)(F)(F)(F)F.[Li+:13].[Cl-].[K+:15].C(=O)(OC)OC. (3) Given the product [NH2:8][C:9]1[CH:14]=[C:13]([C:15]2[C:16]([C:29]3[CH:34]=[CH:33][CH:32]=[C:31]([F:35])[CH:30]=3)=[N:17][N:18]([C:20]3[CH:21]=[CH:22][C:23]4[N:24]([CH:26]=[N:27][N:28]=4)[N:25]=3)[CH:19]=2)[CH:12]=[CH:11][N:10]=1, predict the reactants needed to synthesize it. The reactants are: C(OC([NH:8][C:9]1[CH:14]=[C:13]([C:15]2[C:16]([C:29]3[CH:34]=[CH:33][CH:32]=[C:31]([F:35])[CH:30]=3)=[N:17][N:18]([C:20]3[CH:21]=[CH:22][C:23]4[N:24]([CH:26]=[N:27][N:28]=4)[N:25]=3)[CH:19]=2)[CH:12]=[CH:11][N:10]=1)=O)(C)(C)C.C(OC(NC1C=C(C2C(C3C=CC=CC=3)=NN(C3C=CC4N(C=NN=4)N=3)C=2)C=CN=1)=O)(C)(C)C. (4) The reactants are: Cl.[Br:2][C:3]1[CH:4]=[CH:5][C:6]([F:11])=[C:7]([CH:10]=1)[CH2:8][NH2:9].[C:12](O[C:12]([O:14][C:15]([CH3:18])([CH3:17])[CH3:16])=[O:13])([O:14][C:15]([CH3:18])([CH3:17])[CH3:16])=[O:13].S([O-])(O)(=O)=O.[Na+]. Given the product [C:15]([O:14][C:12](=[O:13])[NH:9][CH2:8][C:7]1[CH:10]=[C:3]([Br:2])[CH:4]=[CH:5][C:6]=1[F:11])([CH3:18])([CH3:17])[CH3:16], predict the reactants needed to synthesize it.